From a dataset of Full USPTO retrosynthesis dataset with 1.9M reactions from patents (1976-2016). Predict the reactants needed to synthesize the given product. (1) Given the product [Cl:1][C:2]1[CH:7]=[C:6]([C:8]2[N:9]=[C:10]([N:21]3[CH2:26][CH2:25][CH:24]([N:27]4[CH2:32][CH2:31][O:30][CH2:29][CH2:28]4)[CH2:23][CH2:22]3)[C:11]3[C:17]([O:18][CH3:19])=[CH:16][N:15]=[CH:14][C:12]=3[N:13]=2)[CH:5]=[CH:4][N:3]=1, predict the reactants needed to synthesize it. The reactants are: [Cl:1][C:2]1[CH:7]=[C:6]([C:8]2[N:9]=[C:10](O)[C:11]3[C:17]([O:18][CH3:19])=[CH:16][N:15]=[CH:14][C:12]=3[N:13]=2)[CH:5]=[CH:4][N:3]=1.[NH:21]1[CH2:26][CH2:25][CH:24]([N:27]2[CH2:32][CH2:31][O:30][CH2:29][CH2:28]2)[CH2:23][CH2:22]1.C(OC(N1CCN(C2C3C(C4CC4)=CN=CC=3N=C(C3C=CN=C(Cl)C=3)N=2)CC1)=O)(C)(C)C. (2) Given the product [Cl:1][C:2]1[N:11]=[C:10]([OH:15])[C:9]2[C:4](=[CH:5][CH:6]=[C:7]([O:13][CH3:14])[CH:8]=2)[N:3]=1, predict the reactants needed to synthesize it. The reactants are: [Cl:1][C:2]1[N:11]=[C:10](Cl)[C:9]2[C:4](=[CH:5][CH:6]=[C:7]([O:13][CH3:14])[CH:8]=2)[N:3]=1.[OH-:15].[Na+].